From a dataset of Reaction yield outcomes from USPTO patents with 853,638 reactions. Predict the reaction yield, written as a fraction of the theoretical maximum amount of product (1.0 means a 100% yield; for example, 0.34 means a 34% yield). (1) The reactants are [F:1][C:2]1[CH:7]=[CH:6][C:5]([F:8])=[CH:4][C:3]=1[C@H:9]1[CH2:13][CH2:12][CH2:11][N:10]1[C:14]1[CH:15]=[CH:16][C:17]2[N:18]([C:20]([NH2:23])=[CH:21][N:22]=2)[N:19]=1.[F:24][C:25]([F:36])([F:35])[C:26](O[C:26](=[O:27])[C:25]([F:36])([F:35])[F:24])=[O:27].N1C=CC=CC=1. The catalyst is C(Cl)Cl. The product is [F:1][C:2]1[CH:7]=[CH:6][C:5]([F:8])=[CH:4][C:3]=1[C@H:9]1[CH2:13][CH2:12][CH2:11][N:10]1[C:14]1[CH:15]=[CH:16][C:17]2[N:18]([C:20]([NH:23][C:26](=[O:27])[C:25]([F:36])([F:35])[F:24])=[CH:21][N:22]=2)[N:19]=1. The yield is 0.690. (2) The reactants are [Br:1][C:2]1[CH:3]=[C:4]([C:8]([NH:12][C:13](=[O:19])[O:14][C:15]([CH3:18])([CH3:17])[CH3:16])([CH3:11])[CH2:9][OH:10])[CH:5]=[CH:6][CH:7]=1. The catalyst is CCOC(C)=O. The product is [Br:1][C:2]1[CH:3]=[C:4]([C:8]([NH:12][C:13](=[O:19])[O:14][C:15]([CH3:18])([CH3:17])[CH3:16])([CH3:11])[CH:9]=[O:10])[CH:5]=[CH:6][CH:7]=1. The yield is 0.660.